Dataset: Forward reaction prediction with 1.9M reactions from USPTO patents (1976-2016). Task: Predict the product of the given reaction. (1) The product is: [CH3:25][C:22]1[CH:23]=[CH:24][C:19]([C:16]2[CH:17]=[CH:18][C:13]([O:12][CH2:11][C:8]3[O:7][C:6]([C:4]([OH:5])=[O:3])=[CH:10][CH:9]=3)=[CH:14][CH:15]=2)=[CH:20][CH:21]=1. Given the reactants C([O:3][C:4]([C:6]1[O:7][C:8]([CH2:11][O:12][C:13]2[CH:18]=[CH:17][C:16]([C:19]3[CH:24]=[CH:23][C:22]([CH3:25])=[CH:21][CH:20]=3)=[CH:15][CH:14]=2)=[CH:9][CH:10]=1)=[O:5])C.O.[OH-].[Li+], predict the reaction product. (2) Given the reactants [OH:1][C:2]1[CH:25]=[CH:24][C:5]2[C:6]([CH2:9][CH2:10][CH:11]3[CH2:16][CH2:15][N:14]([C:17]([O:19][C:20]([CH3:23])([CH3:22])[CH3:21])=[O:18])[CH2:13][CH2:12]3)=[N:7][O:8][C:4]=2[C:3]=1[CH2:26][OH:27].FC(F)(F)S(O[CH2:34][C:35]([F:38])([F:37])[F:36])(=O)=O.C(=O)([O-])[O-].[K+].[K+].O, predict the reaction product. The product is: [OH:27][CH2:26][C:3]1[C:4]2[O:8][N:7]=[C:6]([CH2:9][CH2:10][CH:11]3[CH2:16][CH2:15][N:14]([C:17]([O:19][C:20]([CH3:23])([CH3:22])[CH3:21])=[O:18])[CH2:13][CH2:12]3)[C:5]=2[CH:24]=[CH:25][C:2]=1[O:1][CH2:34][C:35]([F:38])([F:37])[F:36]. (3) Given the reactants [Br:1][C:2]1[CH:3]=[CH:4][C:5]2[O:9][C:8]([C:10]3[CH:15]=[CH:14][C:13]([F:16])=[CH:12][CH:11]=3)=[C:7]([C:17]([O:19][CH2:20][CH3:21])=[O:18])[C:6]=2[CH:22]=1.[N+:23]([O-])([OH:25])=[O:24], predict the reaction product. The product is: [Br:1][C:2]1[C:3]([N+:23]([O-:25])=[O:24])=[CH:4][C:5]2[O:9][C:8]([C:10]3[CH:11]=[CH:12][C:13]([F:16])=[CH:14][CH:15]=3)=[C:7]([C:17]([O:19][CH2:20][CH3:21])=[O:18])[C:6]=2[CH:22]=1. (4) Given the reactants [CH2:1]([O:8][C:9]1[CH:14]=[CH:13][C:12]([Cl:15])=[CH:11][C:10]=1[CH2:16]O)[C:2]1[CH:7]=[CH:6][CH:5]=[CH:4][CH:3]=1.S(Cl)([Cl:20])=O, predict the reaction product. The product is: [CH2:1]([O:8][C:9]1[CH:14]=[CH:13][C:12]([Cl:15])=[CH:11][C:10]=1[CH2:16][Cl:20])[C:2]1[CH:7]=[CH:6][CH:5]=[CH:4][CH:3]=1. (5) Given the reactants [CH2:1]([C:3]1[CH:8]=[CH:7][C:6]([CH:9]2[CH2:14][CH:13]([C:15]3[O:19][N:18]=[C:17]([O:20][CH2:21][CH2:22][O:23][CH3:24])[N:16]=3)[CH2:12][N:11]([C:25]([N:27]3[CH2:32][CH2:31][S:30][CH2:29][CH2:28]3)=[O:26])[CH2:10]2)=[CH:5][CH:4]=1)[CH3:2].ClC1C=CC=C(C(OO)=[O:41])C=1, predict the reaction product. The product is: [CH2:1]([C:3]1[CH:8]=[CH:7][C:6]([CH:9]2[CH2:14][CH:13]([C:15]3[O:19][N:18]=[C:17]([O:20][CH2:21][CH2:22][O:23][CH3:24])[N:16]=3)[CH2:12][N:11]([C:25]([N:27]3[CH2:28][CH2:29][S:30](=[O:41])[CH2:31][CH2:32]3)=[O:26])[CH2:10]2)=[CH:5][CH:4]=1)[CH3:2]. (6) Given the reactants [N:1]1[CH:6]=[C:5]([CH:7]=O)[CH:4]=[N:3][CH:2]=1.[CH3:9][O:10][C:11]1[CH:12]=[C:13]([CH:15]=[CH:16][CH:17]=1)[NH2:14], predict the reaction product. The product is: [CH3:9][O:10][C:11]1[CH:12]=[C:13]([CH:15]=[CH:16][CH:17]=1)[N:14]=[CH:7][C:5]1[CH:4]=[N:3][CH:2]=[N:1][CH:6]=1. (7) Given the reactants [CH3:1][O:2][C:3]1[CH:4]=[C:5]([NH:18][C:19](=[O:25])[O:20][C:21]([CH3:24])([CH3:23])[CH3:22])[CH:6]=[CH:7][C:8]=1B1OC(C)(C)C(C)(C)O1.Cl[C:27]1[C:32]([CH:33]=[O:34])=[CH:31][N:30]=[CH:29][CH:28]=1.P([O-])([O-])([O-])=O.[K+].[K+].[K+], predict the reaction product. The product is: [CH:33]([C:32]1[CH:31]=[N:30][CH:29]=[CH:28][C:27]=1[C:8]1[CH:7]=[CH:6][C:5]([NH:18][C:19](=[O:25])[O:20][C:21]([CH3:22])([CH3:23])[CH3:24])=[CH:4][C:3]=1[O:2][CH3:1])=[O:34]. (8) Given the reactants [Br:1][C:2]1[CH:7]=[CH:6][C:5]([CH2:8][C:9]#[N:10])=[CH:4][CH:3]=1.Br[CH2:12][CH2:13][CH2:14][CH2:15]Br.C[Si]([N-][Si](C)(C)C)(C)C.[K+], predict the reaction product. The product is: [Br:1][C:2]1[CH:7]=[CH:6][C:5]([C:8]2([C:9]#[N:10])[CH2:15][CH2:14][CH2:13][CH2:12]2)=[CH:4][CH:3]=1. (9) Given the reactants [NH2:1][C:2]1[CH:21]=[CH:20][CH:19]=[CH:18][C:3]=1[C:4]([NH:6][C:7]1[CH:17]=[CH:16][C:10]2[O:11][C:12]([F:15])([F:14])[O:13][C:9]=2[CH:8]=1)=[O:5].Cl[CH2:23][C:24]1[CH:29]=[CH:28][N:27]=[C:26]([NH:30][C:31](=[O:36])[CH:32]([O:34][CH3:35])[CH3:33])[CH:25]=1.C(N(CC)CC)C.[I-].[Na+], predict the reaction product. The product is: [F:14][C:12]1([F:15])[O:11][C:10]2[CH:16]=[CH:17][C:7]([NH:6][C:4](=[O:5])[C:3]3[CH:18]=[CH:19][CH:20]=[CH:21][C:2]=3[NH:1][CH2:23][C:24]3[CH:29]=[CH:28][N:27]=[C:26]([NH:30][C:31](=[O:36])[CH:32]([O:34][CH3:35])[CH3:33])[CH:25]=3)=[CH:8][C:9]=2[O:13]1.